From a dataset of Catalyst prediction with 721,799 reactions and 888 catalyst types from USPTO. Predict which catalyst facilitates the given reaction. Reactant: [CH2:1]([O:8][C:9]1[CH:10]=[C:11]([CH:14]=[C:15]([I:18])[C:16]=1[OH:17])[CH:12]=[O:13])[C:2]1[CH:7]=[CH:6][CH:5]=[CH:4][CH:3]=1.C(=O)([O-])[O-].[K+].[K+].Br[CH2:26][CH2:27][CH3:28]. Product: [CH2:1]([O:8][C:9]1[CH:10]=[C:11]([CH:14]=[C:15]([I:18])[C:16]=1[O:17][CH2:26][CH2:27][CH3:28])[CH:12]=[O:13])[C:2]1[CH:3]=[CH:4][CH:5]=[CH:6][CH:7]=1. The catalyst class is: 18.